Dataset: Reaction yield outcomes from USPTO patents with 853,638 reactions. Task: Predict the reaction yield, written as a fraction of the theoretical maximum amount of product (1.0 means a 100% yield; for example, 0.34 means a 34% yield). (1) The reactants are Cl[C:2]1[CH:3]=[N:4][CH:5]=[CH:6][CH:7]=1.[C:8]([C:10]1[CH:14]=[CH:13][S:12][CH:11]=1)#[CH:9].C([O-])([O-])=O.[Cs+].[Cs+].O. The catalyst is C1(P(C2CCCCC2)C2C=CC=CC=2C2C(C(C)C)=CC(S([O-])(=O)=O)=CC=2C(C)C)CCCCC1.[Na+].C(#N)C. The product is [S:12]1[CH:13]=[CH:14][C:10]([C:8]#[C:9][C:2]2[CH:3]=[N:4][CH:5]=[CH:6][CH:7]=2)=[CH:11]1. The yield is 0.930. (2) The reactants are [CH3:1][NH:2][NH2:3].[F:4][C:5]([F:12])([F:11])[C:6](=O)[CH2:7][C:8]#[N:9].Cl. The catalyst is CCO. The product is [CH3:1][N:2]1[C:8]([NH2:9])=[CH:7][C:6]([C:5]([F:12])([F:11])[F:4])=[N:3]1. The yield is 0.210. (3) The catalyst is C(Cl)Cl.N1C=CC=CC=1. The yield is 0.530. The reactants are [CH3:1][O:2][C:3]1[C:20]([O:21][CH3:22])=[CH:19][C:6]([C:7]([C:9]2[NH:13][N:12]=[N:11][C:10]=2[C:14]([O:16][CH2:17][CH3:18])=[O:15])=[O:8])=[C:5]([N+:23]([O-:25])=[O:24])[CH:4]=1.[OH2:26].[C:27]1([CH3:37])C=CC(S(O)(=O)=O)=CC=1.C=O.Cl[C:41]([O:43][CH2:44]C)=[O:42]. The product is [CH2:27]([O:42][C:41]([O:43][CH2:44][N:12]1[N:11]=[C:10]([C:14]([O:16][CH2:17][CH3:18])=[O:15])[C:9]([C:7](=[O:8])[C:6]2[CH:19]=[C:20]([O:21][CH3:22])[C:3]([O:2][CH3:1])=[CH:4][C:5]=2[N+:23]([O-:25])=[O:24])=[N:13]1)=[O:26])[CH3:37]. (4) The reactants are [Cl:1][S:2]([C:5]1[CH:13]=[CH:12][C:8]([C:9](Cl)=[O:10])=[CH:7][CH:6]=1)(=[O:4])=[O:3].[F:14][C:15]1[CH:22]=[CH:21][C:18]([CH2:19][NH2:20])=[CH:17][C:16]=1[O:23][CH3:24].CCN(CC)CC. The catalyst is C1COCC1.CN(C1C=CN=CC=1)C. The product is [F:14][C:15]1[CH:22]=[CH:21][C:18]([CH2:19][NH:20][C:9]([C:8]2[CH:12]=[CH:13][C:5]([S:2]([Cl:1])(=[O:4])=[O:3])=[CH:6][CH:7]=2)=[O:10])=[CH:17][C:16]=1[O:23][CH3:24]. The yield is 0.280. (5) The reactants are [Cl:1][C:2]1[CH:10]=[C:9]2[C:5]([C:6]([C:12](=[O:17])C(F)(F)F)=[C:7]([CH3:11])[NH:8]2)=[CH:4][CH:3]=1.[OH-:18].[Na+]. The catalyst is O. The product is [Cl:1][C:2]1[CH:10]=[C:9]2[C:5]([C:6]([C:12]([OH:17])=[O:18])=[C:7]([CH3:11])[NH:8]2)=[CH:4][CH:3]=1. The yield is 0.310. (6) The product is [CH:39]1([C:37]([NH:36][C:34]2[N:35]=[C:30]3[CH:29]=[CH:28][C:27]([O:26][C:25]4[CH:42]=[CH:43][C:44]([F:45])=[C:23]([NH:22][C:8]([C:4]5[O:3][C:2]([CH3:1])=[N:6][C:5]=5[CH3:7])=[O:10])[CH:24]=4)=[N:32][N:31]3[CH:33]=2)=[O:38])[CH2:40][CH2:41]1. The yield is 0.670. The reactants are [CH3:1][C:2]1[O:3][C:4]([C:8]([OH:10])=O)=[C:5]([CH3:7])[N:6]=1.O1CCCC1.C(Cl)(=O)C(Cl)=O.[NH2:22][C:23]1[CH:24]=[C:25]([CH:42]=[CH:43][C:44]=1[F:45])[O:26][C:27]1[CH:28]=[CH:29][C:30]2[N:31]([CH:33]=[C:34]([NH:36][C:37]([CH:39]3[CH2:41][CH2:40]3)=[O:38])[N:35]=2)[N:32]=1. The catalyst is CN(C)C=O.CN(C)C(=O)C. (7) The yield is 0.690. The catalyst is C(OCC)(=O)C. The reactants are [O:1]=[C:2]1[C:6]2C=CC=CC=2C(=O)[N:3]1[CH2:12][CH2:13][CH2:14][S:15]([O:18][CH2:19][C:20]([CH3:36])([CH3:35])[C@@H:21]([O:27][CH2:28][C:29]1[CH:34]=[CH:33][CH:32]=[CH:31][CH:30]=1)[C:22]([O:24][CH2:25][CH3:26])=[O:23])(=[O:17])=[O:16].C(O)C.NN.C(OC(=O)C)(=O)C. The product is [C:2]([NH:3][CH2:12][CH2:13][CH2:14][S:15]([O:18][CH2:19][C:20]([CH3:35])([CH3:36])[C@@H:21]([O:27][CH2:28][C:29]1[CH:34]=[CH:33][CH:32]=[CH:31][CH:30]=1)[C:22]([O:24][CH2:25][CH3:26])=[O:23])(=[O:17])=[O:16])(=[O:1])[CH3:6]. (8) The reactants are [CH3:1][C@H:2]1[CH2:7][NH:6][C@H:5]([CH3:8])[CH2:4][N:3]1[C@H:9]([C:24]1[CH:36]=[CH:35][C:27]([C:28]([N:30]([CH2:33][CH3:34])[CH2:31][CH3:32])=[O:29])=[CH:26][CH:25]=1)[C:10]1[CH:15]=[CH:14][CH:13]=[C:12]([O:16]S(C(F)(F)F)(=O)=O)[CH:11]=1.[I-].[Na+].C(N(CC)CC)C.[F:46][C:47]1[CH:54]=[CH:53][C:50]([CH2:51]Br)=[CH:49][CH:48]=1.[OH-].[Na+]. The catalyst is C(#N)C. The product is [CH3:1][C@H:2]1[CH2:7][N:6]([CH2:51][C:50]2[CH:53]=[CH:54][C:47]([F:46])=[CH:48][CH:49]=2)[C@H:5]([CH3:8])[CH2:4][N:3]1[C@H:9]([C:24]1[CH:25]=[CH:26][C:27]([C:28]([N:30]([CH2:31][CH3:32])[CH2:33][CH3:34])=[O:29])=[CH:35][CH:36]=1)[C:10]1[CH:15]=[CH:14][CH:13]=[C:12]([OH:16])[CH:11]=1. The yield is 0.840. (9) The product is [CH2:1]([O:8][C:9](=[O:19])[NH:10][C:11]1[CH:16]=[CH:15][C:14]([F:17])=[C:13]([CH:21]=[O:20])[C:12]=1[F:18])[C:2]1[CH:3]=[CH:4][CH:5]=[CH:6][CH:7]=1. The yield is 0.710. The reactants are [CH2:1]([O:8][C:9](=[O:19])[NH:10][C:11]1[CH:16]=[CH:15][C:14]([F:17])=[CH:13][C:12]=1[F:18])[C:2]1[CH:7]=[CH:6][CH:5]=[CH:4][CH:3]=1.[O:20]1CCC[CH2:21]1.C([Li])CCC.CN(C)C=O. The catalyst is O.